Predict the reaction yield, written as a fraction of the theoretical maximum amount of product (1.0 means a 100% yield; for example, 0.34 means a 34% yield). From a dataset of Reaction yield outcomes from USPTO patents with 853,638 reactions. (1) The reactants are BrC1C=CC(C)=C([CH2:8][N:9]2[C:17]3[C:12](=[CH:13][CH:14]=[CH:15][CH:16]=3)[C:11]([C:18]3[CH:23]=[CH:22][C:21]([C:24]([CH3:27])([CH3:26])[CH3:25])=[CH:20][CH:19]=3)=[C:10]2[C:28]([O:30][C:31]([CH3:34])([CH3:33])[CH3:32])=[O:29])C=1.C([O-])(O)=O.[Na+].OB(O)[C:43]1[CH:44]=[C:45]([CH:49]=[CH:50][CH:51]=1)[C:46]([OH:48])=[O:47]. The catalyst is CN(C=O)C.O.[Pd]. The product is [CH3:34][C:31]([O:30][C:28]([C:10]1[N:9]([CH2:8][C:45]2([C:46]([OH:48])=[O:47])[CH:49]=[CH:50][CH:51]=[C:43]([C:15]3[CH:16]=[CH:17][C:12]([CH3:11])=[CH:13][CH:14]=3)[CH2:44]2)[C:17]2[C:12]([C:11]=1[C:18]1[CH:19]=[CH:20][C:21]([C:24]([CH3:25])([CH3:26])[CH3:27])=[CH:22][CH:23]=1)=[CH:13][CH:14]=[CH:15][CH:16]=2)=[O:29])([CH3:32])[CH3:33]. The yield is 0.990. (2) The product is [OH:19][C:18]1[CH:17]=[CH:16][N:15]=[CH:14][C:13]=1[NH:12][C:9]([C:7]1[S:8][C:4]([N+:1]([O-:3])=[O:2])=[CH:5][CH:6]=1)=[O:11]. The catalyst is O=S(Cl)Cl.N1C=CC=CC=1.O. The reactants are [N+:1]([C:4]1[S:8][C:7]([C:9]([OH:11])=O)=[CH:6][CH:5]=1)([O-:3])=[O:2].[NH2:12][C:13]1[CH:14]=[N:15][CH:16]=[CH:17][C:18]=1[OH:19].C([O-])([O-])=O.[Na+].[Na+]. The yield is 0.920. (3) The catalyst is O. The product is [OH:9][C:5]1[C:4]([CH3:10])=[CH:3][C:2]([NH:1][C:11](=[O:13])[CH3:12])=[C:7]([CH3:8])[CH:6]=1. The reactants are [NH2:1][C:2]1[C:7]([CH3:8])=[CH:6][C:5]([OH:9])=[C:4]([CH3:10])[CH:3]=1.[C:11](OC(=O)C)(=[O:13])[CH3:12]. The yield is 0.900. (4) No catalyst specified. The yield is 0.280. The reactants are [Cl:1][C:2]1[CH:3]=[C:4]2[C:8](=[C:9]([NH:11][CH:12]3[CH2:16][CH2:15][CH2:14][CH2:13]3)[CH:10]=1)[NH:7][C:6]([C:17]1[S:18][CH2:19][C@@H:20]([CH2:22][CH2:23][C:24](O)=[O:25])[N:21]=1)=[CH:5]2.[CH3:27][N:28]1[CH2:33][CH2:32][NH:31][CH2:30][CH2:29]1. The product is [Cl:1][C:2]1[CH:3]=[C:4]2[C:8](=[C:9]([NH:11][CH:12]3[CH2:16][CH2:15][CH2:14][CH2:13]3)[CH:10]=1)[NH:7][C:6]([C:17]1[S:18][CH2:19][C@@H:20]([CH2:22][CH2:23][C:24]([N:31]3[CH2:32][CH2:33][N:28]([CH3:27])[CH2:29][CH2:30]3)=[O:25])[N:21]=1)=[CH:5]2. (5) The reactants are C(OC1C=CC([C@@H]2C[C@H]2N)=CC=1)C1C=CC=CC=1.[Br:19][C:20]1[CH:25]=[CH:24][C:23]([C@@H:26]2[CH2:28][C@H:27]2[N+:29]([O-])=O)=[CH:22][CH:21]=1. No catalyst specified. The product is [Br:19][C:20]1[CH:21]=[CH:22][C:23]([C@@H:26]2[CH2:28][C@H:27]2[NH2:29])=[CH:24][CH:25]=1. The yield is 0.100. (6) The product is [CH2:1]([O:3][C:4](=[O:32])[C:5]([CH3:31])([CH3:30])[CH2:6][CH2:7][CH2:8][CH2:9][O:10][C:11]1[CH:12]=[C:13]([CH3:29])[C:14]([NH2:18])=[C:15]([CH3:17])[CH:16]=1)[CH3:2]. The yield is 0.900. The reactants are [CH2:1]([O:3][C:4](=[O:32])[C:5]([CH3:31])([CH3:30])[CH2:6][CH2:7][CH2:8][CH2:9][O:10][C:11]1[CH:16]=[C:15]([CH3:17])[C:14]([N:18]=NC2C=CC([N+]([O-])=O)=CC=2)=[C:13]([CH3:29])[CH:12]=1)[CH3:2].S(S([O-])=O)([O-])=O.[Na+].[Na+]. The catalyst is CCO.O. (7) The reactants are N(C(OC(C)C)=O)=NC(OC(C)C)=O.[CH2:15]([N:22]([CH2:34][C@H:35](O)[CH3:36])[C:23]1[C:28]([NH:29][C:30](=[O:32])[CH3:31])=[CH:27][CH:26]=[C:25]([Br:33])[N:24]=1)[C:16]1[CH:21]=[CH:20][CH:19]=[CH:18][CH:17]=1.C1(P(C2C=CC=CC=2)C2C=CC=CC=2)C=CC=CC=1. The catalyst is C1COCC1. The product is [CH2:15]([N:22]1[CH2:34][C@H:35]([CH3:36])[N:29]([C:30](=[O:32])[CH3:31])[C:28]2[CH:27]=[CH:26][C:25]([Br:33])=[N:24][C:23]1=2)[C:16]1[CH:21]=[CH:20][CH:19]=[CH:18][CH:17]=1. The yield is 0.720.